From a dataset of Reaction yield outcomes from USPTO patents with 853,638 reactions. Predict the reaction yield, written as a fraction of the theoretical maximum amount of product (1.0 means a 100% yield; for example, 0.34 means a 34% yield). The reactants are O[CH:2]=[C:3]1[C:11]2[C:6](=[CH:7][C:8]([C:12]([C:14]3[CH:19]=[CH:18][C:17]([NH:20][C:21]([C:23]4[S:24][C:25]([C:28](=[O:30])[CH3:29])=[CH:26][CH:27]=4)=[O:22])=[CH:16][CH:15]=3)=[O:13])=[CH:9][CH:10]=2)[NH:5][C:4]1=[O:31].[NH2:32][C:33]1[CH:34]=[CH:35][C:36]([O:40][CH3:41])=[C:37]([OH:39])[CH:38]=1. The catalyst is C1COCC1. The product is [OH:39][C:37]1[CH:38]=[C:33]([NH:32][CH:2]=[C:3]2[C:11]3[C:6](=[CH:7][C:8]([C:12]([C:14]4[CH:15]=[CH:16][C:17]([NH:20][C:21]([C:23]5[S:24][C:25]([C:28](=[O:30])[CH3:29])=[CH:26][CH:27]=5)=[O:22])=[CH:18][CH:19]=4)=[O:13])=[CH:9][CH:10]=3)[NH:5][C:4]2=[O:31])[CH:34]=[CH:35][C:36]=1[O:40][CH3:41]. The yield is 0.740.